Dataset: Reaction yield outcomes from USPTO patents with 853,638 reactions. Task: Predict the reaction yield, written as a fraction of the theoretical maximum amount of product (1.0 means a 100% yield; for example, 0.34 means a 34% yield). The reactants are [CH3:1][C:2]1[CH:3]=[C:4]([S:15](Cl)(=[O:17])=[O:16])[CH:5]=[CH:6][C:7]=1[NH:8][C:9](=[O:14])[C:10]([F:13])([F:12])[F:11].[NH2:19][C:20]1[S:21][CH:22]=[CH:23][N:24]=1. The catalyst is N1C=CC=CC=1. The product is [F:11][C:10]([F:13])([F:12])[C:9]([NH:8][C:7]1[CH:6]=[CH:5][C:4]([S:15](=[O:17])(=[O:16])[NH:19][C:20]2[S:21][CH:22]=[CH:23][N:24]=2)=[CH:3][C:2]=1[CH3:1])=[O:14]. The yield is 0.760.